This data is from Full USPTO retrosynthesis dataset with 1.9M reactions from patents (1976-2016). The task is: Predict the reactants needed to synthesize the given product. (1) Given the product [CH:1]1[C:10]2[C:5](=[CH:6][CH:7]=[CH:8][CH:9]=2)[CH:4]=[CH:3][C:2]=1[CH2:11][O:12][C:13]1[CH:14]=[C:15]([CH:20]=[C:21]([N+:23]([O-:25])=[O:24])[CH:22]=1)[C:16]([NH:27][NH2:28])=[O:17], predict the reactants needed to synthesize it. The reactants are: [CH:1]1[C:10]2[C:5](=[CH:6][CH:7]=[CH:8][CH:9]=2)[CH:4]=[CH:3][C:2]=1[CH2:11][O:12][C:13]1[CH:14]=[C:15]([CH:20]=[C:21]([N+:23]([O-:25])=[O:24])[CH:22]=1)[C:16](OC)=[O:17].O.[NH2:27][NH2:28]. (2) Given the product [Cl:52][CH:53]([Cl:57])[C:54]([N:20]([CH2:21][CH2:22][CH2:23][C:24]1[CH:25]=[CH:26][C:27]([CH2:28][P:29](=[O:40])([O:35][C:36]([CH3:39])([CH3:38])[CH3:37])[O:30][C:31]([CH3:34])([CH3:33])[CH3:32])=[CH:41][CH:42]=1)[C:18]1[CH:17]=[CH:16][N:15]=[C:14]([C:12]2[O:11][N:10]=[C:9]([C:3]3[C:4]([Cl:8])=[CH:5][CH:6]=[CH:7][C:2]=3[Cl:1])[CH:13]=2)[CH:19]=1)=[O:55], predict the reactants needed to synthesize it. The reactants are: [Cl:1][C:2]1[CH:7]=[CH:6][CH:5]=[C:4]([Cl:8])[C:3]=1[C:9]1[CH:13]=[C:12]([C:14]2[CH:19]=[C:18]([NH:20][CH2:21][CH2:22][CH2:23][C:24]3[CH:42]=[CH:41][C:27]([CH2:28][P:29](=[O:40])([O:35][C:36]([CH3:39])([CH3:38])[CH3:37])[O:30][C:31]([CH3:34])([CH3:33])[CH3:32])=[CH:26][CH:25]=3)[CH:17]=[CH:16][N:15]=2)[O:11][N:10]=1.C(N(C(C)C)CC)(C)C.[Cl:52][CH:53]([Cl:57])[C:54](Cl)=[O:55]. (3) Given the product [CH3:39][C:19]1[CH:18]=[C:17]([NH:16][C:13]([NH:14][C:9](=[O:10])[CH2:8][C:5]2[CH:6]=[CH:7][C:2]([F:1])=[CH:3][CH:4]=2)=[S:12])[CH:38]=[CH:37][C:20]=1[O:21][C:22]1[CH:27]=[CH:26][N:25]=[C:24]([NH:28][C:29]([N:31]2[CH2:36][CH2:35][O:34][CH2:33][CH2:32]2)=[O:30])[CH:23]=1, predict the reactants needed to synthesize it. The reactants are: [F:1][C:2]1[CH:7]=[CH:6][C:5]([CH2:8][C:9](Cl)=[O:10])=[CH:4][CH:3]=1.[S-:12][C:13]#[N:14].[K+].[NH2:16][C:17]1[CH:38]=[CH:37][C:20]([O:21][C:22]2[CH:27]=[CH:26][N:25]=[C:24]([NH:28][C:29]([N:31]3[CH2:36][CH2:35][O:34][CH2:33][CH2:32]3)=[O:30])[CH:23]=2)=[C:19]([CH3:39])[CH:18]=1.C(O)C.